Dataset: Forward reaction prediction with 1.9M reactions from USPTO patents (1976-2016). Task: Predict the product of the given reaction. (1) Given the reactants Cl[C:2]1[N:7]=[C:6]2[N:8]([CH:11]3[CH2:16][CH2:15][N:14]([C:17]([O:19][C:20]([CH3:23])([CH3:22])[CH3:21])=[O:18])[CH2:13][CH2:12]3)[N:9]=[CH:10][C:5]2=[C:4]([N:24]2[CH2:29][CH2:28][O:27][CH2:26][CH2:25]2)[N:3]=1.[N+:30]([C:33]1[CH:38]=[CH:37][C:36](B2OC(C)(C)C(C)(C)O2)=[CH:35][CH:34]=1)([O-:32])=[O:31].C(=O)([O-])[O-].[Na+].[Na+], predict the reaction product. The product is: [O:27]1[CH2:26][CH2:25][N:24]([C:4]2[N:3]=[C:2]([C:36]3[CH:37]=[CH:38][C:33]([N+:30]([O-:32])=[O:31])=[CH:34][CH:35]=3)[N:7]=[C:6]3[N:8]([CH:11]4[CH2:12][CH2:13][N:14]([C:17]([O:19][C:20]([CH3:23])([CH3:22])[CH3:21])=[O:18])[CH2:15][CH2:16]4)[N:9]=[CH:10][C:5]=23)[CH2:29][CH2:28]1. (2) Given the reactants [F:1][C:2]1[CH:7]=[CH:6][C:5]([CH:8]2[CH2:13][CH2:12][N:11]([C:14]([O:16][C:17]([CH3:20])([CH3:19])[CH3:18])=[O:15])[CH2:10][CH:9]2[OH:21])=[CH:4][CH:3]=1.[CH3:22][S:23][C:24]1[CH:31]=[CH:30][C:27]([CH2:28]Cl)=[CH:26][CH:25]=1, predict the reaction product. The product is: [F:1][C:2]1[CH:3]=[CH:4][C:5]([CH:8]2[CH2:13][CH2:12][N:11]([C:14]([O:16][C:17]([CH3:18])([CH3:20])[CH3:19])=[O:15])[CH2:10][CH:9]2[O:21][CH2:28][C:27]2[CH:30]=[CH:31][C:24]([S:23][CH3:22])=[CH:25][CH:26]=2)=[CH:6][CH:7]=1. (3) Given the reactants C(OC([N:6]1[CH:11](OCC)[CH2:10][CH:9](Cl)[C:8]([C:16]2[CH:21]=[C:20]([C:22]([O:24]C)=[O:23])[C:19]([NH:26]C(=O)C)=[CH:18][C:17]=2[C:30]([F:33])([F:32])[F:31])=[N:7]1)=O)C.[OH-].[K+].O, predict the reaction product. The product is: [NH2:26][C:19]1[CH:18]=[C:17]([C:30]([F:31])([F:32])[F:33])[C:16]([C:8]2[N:7]=[N:6][CH:11]=[CH:10][CH:9]=2)=[CH:21][C:20]=1[C:22]([OH:24])=[O:23]. (4) Given the reactants Cl[C:2]1[CH:7]=[C:6]([NH:8][C:9]2[CH:16]=[CH:15][C:14]([F:17])=[CH:13][C:10]=2[C:11]#[N:12])[C:5]([Cl:18])=[CH:4][N:3]=1.[CH3:19][C:20]1[CH:24]=[C:23]([NH2:25])[N:22]([CH:26]([CH3:28])[CH3:27])[N:21]=1.C(=O)([O-])[O-].[Cs+].[Cs+].C1C=CC(P(C2C(OC3C(P(C4C=CC=CC=4)C4C=CC=CC=4)=CC=CC=3)=CC=CC=2)C2C=CC=CC=2)=CC=1, predict the reaction product. The product is: [Cl:18][C:5]1[C:6]([NH:8][C:9]2[CH:16]=[CH:15][C:14]([F:17])=[CH:13][C:10]=2[C:11]#[N:12])=[CH:7][C:2]([NH:25][C:23]2[N:22]([CH:26]([CH3:28])[CH3:27])[N:21]=[C:20]([CH3:19])[CH:24]=2)=[N:3][CH:4]=1. (5) Given the reactants [F:1][C:2]1[C:8]([CH3:9])=[CH:7][C:5]([NH2:6])=[C:4](I)[CH:3]=1.[CH3:11][Si:12]([C:15]#[CH:16])([CH3:14])[CH3:13], predict the reaction product. The product is: [F:1][C:2]1[C:8]([CH3:9])=[CH:7][C:5]([NH2:6])=[C:4]([C:16]#[C:15][Si:12]([CH3:14])([CH3:13])[CH3:11])[CH:3]=1. (6) Given the reactants C[Si](Br)(C)C.C(CN)CC([P:10]([OH:13])([OH:12])=[O:11])([P:10]([OH:13])([OH:12])=[O:11])O.C([C:24]1C=C(C)C=[C:28](C(C)(C)C)[C:29]=1[OH:30])(C)(C)C.[CH3:36][C:37]([C:40]1C([O])=C(C(C)(C)C)C=C(C=C2C=C(C(C)(C)C)C(=O)C(C(C)(C)C)=C2)C=1)(C)C.[CH3:67][OH:68], predict the reaction product. The product is: [C:67]([O:30][CH:29]([CH2:24][P:10](=[O:11])([OH:12])[OH:13])[CH2:28][P:10](=[O:11])([OH:13])[OH:12])(=[O:68])[C:37]([CH3:40])=[CH2:36]. (7) Given the reactants [Cl:1][C:2]1[N:7]=[CH:6][C:5]([C@@H:8]([OH:31])[CH2:9][NH:10][C@@H:11]2[CH2:20][C:19]3[CH:18]=[C:17]([C:21]4[CH:30]=[CH:29][C:24]([C:25]([O:27]C)=[O:26])=[CH:23][CH:22]=4)[CH:16]=[CH:15][C:14]=3[CH2:13][CH2:12]2)=[CH:4][CH:3]=1.[OH-].[Na+:33], predict the reaction product. The product is: [Cl:1][C:2]1[N:7]=[CH:6][C:5]([C@@H:8]([OH:31])[CH2:9][NH:10][C@@H:11]2[CH2:20][C:19]3[CH:18]=[C:17]([C:21]4[CH:30]=[CH:29][C:24]([C:25]([O-:27])=[O:26])=[CH:23][CH:22]=4)[CH:16]=[CH:15][C:14]=3[CH2:13][CH2:12]2)=[CH:4][CH:3]=1.[Na+:33].